Dataset: Catalyst prediction with 721,799 reactions and 888 catalyst types from USPTO. Task: Predict which catalyst facilitates the given reaction. (1) Reactant: [CH2:1]=[CH:2][C:3](=[CH2:5])[CH3:4].[CH2:6]=[CH:7][CH:8]=[CH2:9].C=CC1C=CC=CC=1. Product: [CH2:1]=[CH:2][C:3](=[CH2:4])[CH3:5].[CH2:6]=[CH:7][CH:8]=[CH2:9]. The catalyst class is: 5. (2) Reactant: C[O:2][C:3]([C:5]1[S:9][C:8]2[C:10]([Cl:14])=[CH:11][CH:12]=[CH:13][C:7]=2[CH:6]=1)=O.[H-].[H-].[H-].[H-].[Li+].[Al+3]. Product: [Cl:14][C:10]1[C:8]2[S:9][C:5]([CH2:3][OH:2])=[CH:6][C:7]=2[CH:13]=[CH:12][CH:11]=1. The catalyst class is: 1. (3) Reactant: [F:1][C:2]1[CH:31]=[C:30]([I:32])[CH:29]=[CH:28][C:3]=1[NH:4][C:5]1[C:6]([C:21]([NH:23][CH2:24][CH2:25][CH2:26][OH:27])=[O:22])=[CH:7][N:8]([CH2:12][CH2:13][O:14]C2CCCCO2)[C:9](=[O:11])[CH:10]=1.Cl.O1CCCCC1OC1CCCCO1. Product: [F:1][C:2]1[CH:31]=[C:30]([I:32])[CH:29]=[CH:28][C:3]=1[NH:4][C:5]1[C:6]([C:21]([NH:23][CH2:24][CH2:25][CH2:26][OH:27])=[O:22])=[CH:7][N:8]([CH2:12][CH2:13][OH:14])[C:9](=[O:11])[CH:10]=1. The catalyst class is: 14.